From a dataset of Full USPTO retrosynthesis dataset with 1.9M reactions from patents (1976-2016). Predict the reactants needed to synthesize the given product. Given the product [CH3:18][CH:19]([CH3:21])[CH2:20][O:1][C:2]1[CH:7]=[CH:6][C:5]([C:8](=[O:10])[CH3:9])=[CH:4][CH:3]=1, predict the reactants needed to synthesize it. The reactants are: [OH:1][C:2]1[CH:7]=[CH:6][C:5]([C:8](=[O:10])[CH3:9])=[CH:4][CH:3]=1.C(=O)([O-])[O-].[K+].[K+].Br[CH2:18][CH:19]([CH3:21])[CH3:20].O.